From a dataset of Forward reaction prediction with 1.9M reactions from USPTO patents (1976-2016). Predict the product of the given reaction. (1) Given the reactants [CH3:1][O:2][C:3](=[O:14])[CH2:4][O:5][C:6]1[CH:11]=[CH:10][C:9]([F:12])=[C:8]([NH2:13])[CH:7]=1.C[O:16][C:17](=O)[CH:18]([CH2:23][C:24]1[CH:29]=[CH:28][C:27]([S:30]([N:33]2[CH2:38][CH2:37][O:36][CH2:35][CH2:34]2)(=[O:32])=[O:31])=[CH:26][CH:25]=1)[C:19](=O)[CH2:20][CH3:21].O1CCOCC1, predict the reaction product. The product is: [CH3:1][O:2][C:3](=[O:14])[CH2:4][O:5][C:6]1[CH:11]=[CH:10][C:9]([F:12])=[C:8]2[C:7]=1[C:17](=[O:16])[C:18]([CH2:23][C:24]1[CH:25]=[CH:26][C:27]([S:30]([N:33]3[CH2:38][CH2:37][O:36][CH2:35][CH2:34]3)(=[O:32])=[O:31])=[CH:28][CH:29]=1)=[C:19]([CH2:20][CH3:21])[NH:13]2. (2) Given the reactants Cl.[CH3:2][CH:3]1[C:7]2[C:8]([O:12]COC)=[CH:9][CH:10]=[CH:11][C:6]=2[CH2:5][O:4]1, predict the reaction product. The product is: [CH3:2][CH:3]1[C:7]2[C:8]([OH:12])=[CH:9][CH:10]=[CH:11][C:6]=2[CH2:5][O:4]1. (3) The product is: [Cl:1][C:2]1[C:7]([F:8])=[C:6]([O:9][CH3:10])[CH:5]=[CH:4][C:3]=1[CH:11]([NH:19][C:20]1[CH:29]=[C:28]([F:30])[CH:27]=[C:26]2[C:21]=1[CH:22]=[CH:23][C:24](=[O:31])[NH:25]2)[C:12]([OH:13])([CH2:14][O:33][CH3:32])[C:15]([F:17])([F:16])[F:18]. Given the reactants [Cl:1][C:2]1[C:7]([F:8])=[C:6]([O:9][CH3:10])[CH:5]=[CH:4][C:3]=1[CH:11]([NH:19][C:20]1[CH:29]=[C:28]([F:30])[CH:27]=[C:26]2[C:21]=1[CH:22]=[CH:23][C:24](=[O:31])[NH:25]2)[C:12]1([C:15]([F:18])([F:17])[F:16])[CH2:14][O:13]1.[C:32](=O)([O-])[O-:33].[Cs+].[Cs+].O, predict the reaction product. (4) Given the reactants [NH2:1][C:2]1[S:3][C:4]2[C:9]([N:10]=1)=[CH:8][CH:7]=[C:6]([O:11][C:12]1[CH:13]=[CH:14][C:15]([CH3:32])=[C:16]([NH:18][C:19](=[O:31])[C:20]3[CH:25]=[CH:24][CH:23]=[C:22]([C:26]4([C:29]#[N:30])[CH2:28][CH2:27]4)[CH:21]=3)[CH:17]=1)[N:5]=2.[Cl:33][CH2:34][C:35](Cl)=[O:36], predict the reaction product. The product is: [Cl:33][CH2:34][C:35]([NH:1][C:2]1[S:3][C:4]2[C:9]([N:10]=1)=[CH:8][CH:7]=[C:6]([O:11][C:12]1[CH:13]=[CH:14][C:15]([CH3:32])=[C:16]([NH:18][C:19](=[O:31])[C:20]3[CH:25]=[CH:24][CH:23]=[C:22]([C:26]4([C:29]#[N:30])[CH2:27][CH2:28]4)[CH:21]=3)[CH:17]=1)[N:5]=2)=[O:36]. (5) Given the reactants [F:1][C:2]1[CH:7]=[CH:6][C:5]([C:8]2[N:12]=[C:11]([S:13][CH3:14])[N:10]([CH3:15])[C:9]=2[C:16]2[CH:21]=[CH:20][N:19]=[C:18]([NH:22][CH:23]3[CH2:28][CH2:27][CH:26]([OH:29])[CH2:25][CH2:24]3)[CH:17]=2)=[CH:4][CH:3]=1.[OH:30]O.N, predict the reaction product. The product is: [F:1][C:2]1[CH:3]=[CH:4][C:5]([C:8]2[N:12]=[C:11]([S:13]([CH3:14])=[O:30])[N:10]([CH3:15])[C:9]=2[C:16]2[CH:21]=[CH:20][N:19]=[C:18]([NH:22][CH:23]3[CH2:28][CH2:27][CH:26]([OH:29])[CH2:25][CH2:24]3)[CH:17]=2)=[CH:6][CH:7]=1. (6) Given the reactants [F-].C([N+](CCCC)(CCCC)CCCC)CCC.C([Si]([O:26][CH2:27][C:28]1[CH:33]=[C:32]([O:34][CH2:35][CH3:36])[C:31]([C:37]2([O:41][CH3:42])[CH2:40][CH2:39][CH2:38]2)=[C:30]([O:43][CH2:44][CH3:45])[CH:29]=1)(C)C)(C)(C)C.C1COCC1.[Cl-].[NH4+], predict the reaction product. The product is: [CH2:44]([O:43][C:30]1[CH:29]=[C:28]([CH2:27][OH:26])[CH:33]=[C:32]([O:34][CH2:35][CH3:36])[C:31]=1[C:37]1([O:41][CH3:42])[CH2:40][CH2:39][CH2:38]1)[CH3:45].